From a dataset of Reaction yield outcomes from USPTO patents with 853,638 reactions. Predict the reaction yield, written as a fraction of the theoretical maximum amount of product (1.0 means a 100% yield; for example, 0.34 means a 34% yield). The reactants are [OH:1][C:2]1[CH:3]=[CH:4][C:5]([N+:10]([O-:12])=[O:11])=[C:6]([CH:9]=1)[CH:7]=[O:8].O1CCCC1.C(N(CC)C(C)C)(C)C.[CH3:27][O:28][CH2:29][CH2:30][O:31][CH2:32]Cl. The catalyst is ClCCl. The product is [CH3:27][O:28][CH2:29][CH2:30][O:31][CH2:32][O:1][C:2]1[CH:3]=[CH:4][C:5]([N+:10]([O-:12])=[O:11])=[C:6]([CH:9]=1)[CH:7]=[O:8]. The yield is 0.970.